From a dataset of Forward reaction prediction with 1.9M reactions from USPTO patents (1976-2016). Predict the product of the given reaction. (1) The product is: [CH2:1]([O:3][C:4]([C:6]1[C:15](=[O:16])[C:14]2[C:9]3=[C:10]([CH2:17][CH2:18][CH2:19][N:8]3[CH:7]=1)[CH:11]=[CH:12][C:13]=2[N+:25]([O-:27])=[O:26])=[O:5])[CH3:2]. Given the reactants [CH2:1]([O:3][C:4]([C:6]1[C:15](=[O:16])[C:14]2[C:9]3=[C:10]([CH2:17][CH2:18][CH2:19][N:8]3[CH:7]=1)[CH:11]=[CH:12][CH:13]=2)=[O:5])[CH3:2].OS(O)(=O)=O.[N+:25]([O-])([OH:27])=[O:26], predict the reaction product. (2) Given the reactants [Cl:1][C:2]1[CH:3]=[C:4]2[C:9](=[CH:10][C:11]=1[OH:12])[O:8][CH:7]=[C:6]([C:13]1[CH:18]=[CH:17][C:16]([OH:19])=[CH:15][CH:14]=1)[C:5]2=[O:20].[C:21](OC(=O)C)(=[O:23])[CH3:22].[CH3:28][C:29](CC(O)=O)=[O:30], predict the reaction product. The product is: [Cl:1][C:2]1[CH:3]=[C:4]2[C:9](=[CH:10][C:11]=1[O:12][C:21](=[O:23])[CH3:22])[O:8][CH:7]=[C:6]([C:13]1[CH:18]=[CH:17][C:16]([O:19][C:29](=[O:30])[CH3:28])=[CH:15][CH:14]=1)[C:5]2=[O:20]. (3) Given the reactants [O:1]1[C:5]2[CH:6]=[CH:7][C:8]([C:10]3[C:19]([N:20]4[CH2:24][CH2:23][CH2:22][C@@H:21]4[CH3:25])=[N:18][C:17]4[C:12](=[CH:13][CH:14]=[C:15]([C:26]([O:28]C)=[O:27])[CH:16]=4)[N:11]=3)=[CH:9][C:4]=2[O:3][CH2:2]1.[OH-].[Na+], predict the reaction product. The product is: [O:1]1[C:5]2[CH:6]=[CH:7][C:8]([C:10]3[C:19]([N:20]4[CH2:24][CH2:23][CH2:22][C@@H:21]4[CH3:25])=[N:18][C:17]4[C:12](=[CH:13][CH:14]=[C:15]([C:26]([OH:28])=[O:27])[CH:16]=4)[N:11]=3)=[CH:9][C:4]=2[O:3][CH2:2]1. (4) Given the reactants [CH2:1]([C:4]1[C:8]([C:9]([O:11][CH2:12][CH3:13])=[O:10])=[CH:7][NH:6][N:5]=1)[CH2:2][CH3:3].[F:14][C:15]([F:25])([F:24])[C:16]1[CH:23]=[CH:22][C:19]([CH2:20]Br)=[CH:18][CH:17]=1.C(=O)([O-])[O-].[K+].[K+], predict the reaction product. The product is: [CH2:1]([C:4]1[C:8]([C:9]([O:11][CH2:12][CH3:13])=[O:10])=[CH:7][N:6]([CH2:20][C:19]2[CH:18]=[CH:17][C:16]([C:15]([F:14])([F:24])[F:25])=[CH:23][CH:22]=2)[N:5]=1)[CH2:2][CH3:3]. (5) Given the reactants F[C:2]1[CH:3]=[C:4]([CH:7]=[C:8]([N:10]2[CH2:16][CH2:15][CH2:14][C:13]3[O:17][C:18]([C:20]4[CH:25]=[CH:24][CH:23]=[CH:22][N:21]=4)=[N:19][C:12]=3[CH2:11]2)[CH:9]=1)[C:5]#[N:6].BrC1C=C(C=CC=1)C#N, predict the reaction product. The product is: [N:21]1[CH:22]=[CH:23][CH:24]=[CH:25][C:20]=1[C:18]1[O:17][C:13]2[CH2:14][CH2:15][CH2:16][N:10]([C:8]3[CH:7]=[C:4]([CH:3]=[CH:2][CH:9]=3)[C:5]#[N:6])[CH2:11][C:12]=2[N:19]=1. (6) Given the reactants [CH3:1][C:2]1([CH2:6][OH:7])[CH2:5][O:4][CH2:3]1.[H-].[Na+].[Br:10][C:11]1[C:12](Cl)=[N:13][C:14]([Cl:17])=[N:15][CH:16]=1, predict the reaction product. The product is: [Br:10][C:11]1[C:12]([O:7][CH2:6][C:2]2([CH3:1])[CH2:5][O:4][CH2:3]2)=[N:13][C:14]([Cl:17])=[N:15][CH:16]=1. (7) Given the reactants Br[C:2]1[CH:7]=[C:6]([O:8][CH2:9][CH3:10])[CH:5]=[C:4]([CH3:11])[N:3]=1.[N:12]1([C:18]([O:20][C:21]([CH3:24])([CH3:23])[CH3:22])=[O:19])[CH2:17][CH2:16][NH:15][CH2:14][CH2:13]1.CC(C)([O-])C.[Na+].C1C=CC(P(C2C(C3C(P(C4C=CC=CC=4)C4C=CC=CC=4)=CC=C4C=3C=CC=C4)=C3C(C=CC=C3)=CC=2)C2C=CC=CC=2)=CC=1, predict the reaction product. The product is: [CH2:9]([O:8][C:6]1[CH:5]=[C:4]([CH3:11])[N:3]=[C:2]([N:15]2[CH2:14][CH2:13][N:12]([C:18]([O:20][C:21]([CH3:24])([CH3:23])[CH3:22])=[O:19])[CH2:17][CH2:16]2)[CH:7]=1)[CH3:10]. (8) Given the reactants [Br:1]N1C(=O)CCC1=O.[OH:9][C:10]1[C:19]2[C:14](=[C:15]([N+:21]([O-:23])=[O:22])[CH:16]=[C:17]([CH3:20])[CH:18]=2)[N:13]=[CH:12][C:11]=1[C:24]([O:26][CH2:27][CH3:28])=[O:25], predict the reaction product. The product is: [Br:1][CH2:20][C:17]1[CH:18]=[C:19]2[C:14](=[C:15]([N+:21]([O-:23])=[O:22])[CH:16]=1)[N:13]=[CH:12][C:11]([C:24]([O:26][CH2:27][CH3:28])=[O:25])=[C:10]2[OH:9]. (9) Given the reactants [N-:1]=[N+:2]=[N-:3].[Na+].[Al](Cl)(CC)CC.[CH2:11]([O:13][C:14](=[O:38])[NH:15][C:16]1[CH:17]=[C:18]2[C:23](=[C:24]([C:26]3[C:35]4[C:30](=[CH:31][CH:32]=[CH:33][CH:34]=4)[CH:29]=[CH:28][CH:27]=3)[CH:25]=1)[N:22]=[C:21]([C:36]#[N:37])[CH:20]=[CH:19]2)[CH3:12].C(O)(=O)CC(CC(O)=O)(C(O)=O)O, predict the reaction product. The product is: [CH2:11]([O:13][C:14](=[O:38])[NH:15][C:16]1[CH:17]=[C:18]2[C:23](=[C:24]([C:26]3[C:35]4[C:30](=[CH:31][CH:32]=[CH:33][CH:34]=4)[CH:29]=[CH:28][CH:27]=3)[CH:25]=1)[N:22]=[C:21]([C:36]1[N:1]=[N:2][NH:3][N:37]=1)[CH:20]=[CH:19]2)[CH3:12]. (10) Given the reactants [Br-].BrCCC[P+](C1C=CC=CC=1)(C1C=CC=CC=1)C1C=CC=CC=1.[CH3:25][C:26]([CH3:29])([O-])C.[K+].[CH3:31][C:32]1[CH:36]=[CH:35][S:34][C:33]=1[CH:37]=O, predict the reaction product. The product is: [C:29]1(=[CH:37][C:33]2[S:34][CH:35]=[CH:36][C:32]=2[CH3:31])[CH2:26][CH2:25]1.